Dataset: Forward reaction prediction with 1.9M reactions from USPTO patents (1976-2016). Task: Predict the product of the given reaction. The product is: [CH2:11]([C:9]1[S:8][C:6]2[N:7]=[C:2]([NH:32][C:30]3[CH:29]=[N:28][N:27]([CH3:26])[CH:31]=3)[N:3]=[C:4]([NH:13][C@H:14]3[CH2:19][CH2:18][C@H:17]([N:20]4[CH2:25][CH2:24][O:23][CH2:22][CH2:21]4)[CH2:16][CH2:15]3)[C:5]=2[N:10]=1)[CH3:12]. Given the reactants Cl[C:2]1[N:3]=[C:4]([NH:13][CH:14]2[CH2:19][CH2:18][CH:17]([N:20]3[CH2:25][CH2:24][O:23][CH2:22][CH2:21]3)[CH2:16][CH2:15]2)[C:5]2[N:10]=[C:9]([CH2:11][CH3:12])[S:8][C:6]=2[N:7]=1.[CH3:26][N:27]1[CH:31]=[C:30]([NH2:32])[CH:29]=[N:28]1.Cl, predict the reaction product.